From a dataset of Retrosynthesis with 50K atom-mapped reactions and 10 reaction types from USPTO. Predict the reactants needed to synthesize the given product. (1) Given the product O=C(O)C1(c2ccc(-c3ccc(COCc4cccnc4)cc3)cc2)CC1, predict the reactants needed to synthesize it. The reactants are: CCOC(=O)C1(c2ccc(-c3ccc(COCc4cccnc4)cc3)cc2)CC1. (2) Given the product CCCC[C@H](C)C[C@H](O)/C=C/[C@H]1CCC(=O)[C@@H]1CCCC/C=C/C(=O)O, predict the reactants needed to synthesize it. The reactants are: CCCC[C@H](C)C[C@@H](/C=C/[C@H]1CCC(=O)[C@@H]1CCCC/C=C/C(=O)O)OC1CCCCO1. (3) Given the product N#Cc1ccc(C(=O)O)c(F)c1, predict the reactants needed to synthesize it. The reactants are: COC(=O)c1ccc(C#N)cc1F. (4) Given the product Cc1cc(N2CCN(C(=O)OC(C)(C)C)CC2)ccc1N, predict the reactants needed to synthesize it. The reactants are: Cc1cc(N2CCN(C(=O)OC(C)(C)C)CC2)ccc1[N+](=O)[O-]. (5) The reactants are: CC(C)(C)OC(=O)N1CCC(O)CC1.N#Cc1ccc(O)cc1. Given the product CC(C)(C)OC(=O)N1CCC(Oc2ccc(C#N)cc2)CC1, predict the reactants needed to synthesize it.